The task is: Predict the reactants needed to synthesize the given product.. This data is from Full USPTO retrosynthesis dataset with 1.9M reactions from patents (1976-2016). (1) Given the product [NH:40]1[CH:39]=[C:38]([C:2]2[CH:7]=[C:6]([O:8][C:9]3[CH:10]=[CH:11][C:12]([NH:15][C:16]([N:18]4[CH2:22][CH2:21][N:20]([CH:23]5[CH2:28][CH2:27][O:26][CH2:25][CH2:24]5)[C:19]4=[O:29])=[O:17])=[N:13][CH:14]=3)[CH:5]=[CH:4][N:3]=2)[CH:42]=[N:41]1, predict the reactants needed to synthesize it. The reactants are: Cl[C:2]1[CH:7]=[C:6]([O:8][C:9]2[CH:10]=[CH:11][C:12]([NH:15][C:16]([N:18]3[CH2:22][CH2:21][N:20]([CH:23]4[CH2:28][CH2:27][O:26][CH2:25][CH2:24]4)[C:19]3=[O:29])=[O:17])=[N:13][CH:14]=2)[CH:5]=[CH:4][N:3]=1.CC1(C)C(C)(C)OB([C:38]2[CH:39]=[N:40][NH:41][CH:42]=2)O1.C([O-])([O-])=O.[K+].[K+]. (2) Given the product [Cl:1][C:2]1[CH:8]=[CH:7][CH:6]=[CH:5][C:3]=1[NH:4][C:12](=[O:13])[CH:11]=[C:10]([CH3:15])[CH3:9], predict the reactants needed to synthesize it. The reactants are: [Cl:1][C:2]1[CH:8]=[CH:7][CH:6]=[CH:5][C:3]=1[NH2:4].[CH3:9][C:10]([CH3:15])=[CH:11][C:12](Cl)=[O:13]. (3) Given the product [Cl:1][C:2]1[CH:3]=[CH:4][N:5]2[C:10]=1[C:9](=[O:11])[N:8]([C:12]1[CH:17]=[CH:16][CH:15]=[CH:14][N:13]=1)[C:7]([C@@H:18]1[CH2:22][CH2:21][CH2:20][N:19]1[C:23]1[C:24]3[C:31]([C:32]#[N:33])=[CH:30][NH:29][C:25]=3[N:26]=[CH:27][N:28]=1)=[N:6]2, predict the reactants needed to synthesize it. The reactants are: [Cl:1][C:2]1[CH:3]=[CH:4][N:5]2[C:10]=1[C:9](=[O:11])[N:8]([C:12]1[CH:17]=[CH:16][CH:15]=[CH:14][N:13]=1)[C:7]([C@@H:18]1[CH2:22][CH2:21][CH2:20][N:19]1[C:23]1[C:24]3[C:31]([C:32]#[N:33])=[CH:30][N:29](COCC[Si](C)(C)C)[C:25]=3[N:26]=[CH:27][N:28]=1)=[N:6]2. (4) Given the product [I:16][C:7]1[C:6]2[C:10](=[CH:11][C:3]([C:2]([F:1])([F:12])[F:13])=[CH:4][CH:5]=2)[NH:9][N:8]=1, predict the reactants needed to synthesize it. The reactants are: [F:1][C:2]([F:13])([F:12])[C:3]1[CH:11]=[C:10]2[C:6]([CH:7]=[N:8][NH:9]2)=[CH:5][CH:4]=1.[OH-].[K+].[I:16]I.C(OCC)(=O)C. (5) The reactants are: O[O:2][S:3]([O-:5])=O.[K+].O.[CH:8]1([CH2:14][CH2:15][O:16][C:17]2[CH:18]=[C:19]([CH:38]=[CH:39][CH:40]=2)[C:20]([N:22]2[CH2:27][CH2:26][N:25]([C:28]([NH:30][C:31]3[S:32][C:33](SC)=[N:34][N:35]=3)=[O:29])[CH2:24][CH2:23]2)=[O:21])[CH2:13][CH2:12][CH2:11][CH2:10][CH2:9]1.[CH2:41]1COCC1. Given the product [CH:8]1([CH2:14][CH2:15][O:16][C:17]2[CH:18]=[C:19]([CH:38]=[CH:39][CH:40]=2)[C:20]([N:22]2[CH2:23][CH2:24][N:25]([C:28]([NH:30][C:31]3[S:32][C:33]([S:3]([CH3:41])(=[O:5])=[O:2])=[N:34][N:35]=3)=[O:29])[CH2:26][CH2:27]2)=[O:21])[CH2:13][CH2:12][CH2:11][CH2:10][CH2:9]1, predict the reactants needed to synthesize it. (6) The reactants are: [C:1]([Si:5]([O:8][CH2:9][CH2:10][C:11]1[CH:16]=[C:15]([O:17][CH3:18])[CH:14]=[CH:13][C:12]=1[O:19][CH3:20])([CH3:7])[CH3:6])([CH3:4])([CH3:3])[CH3:2].C1C(=O)N([Br:28])C(=O)C1. Given the product [Br:28][C:14]1[C:15]([O:17][CH3:18])=[CH:16][C:11]([CH2:10][CH2:9][O:8][Si:5]([C:1]([CH3:2])([CH3:4])[CH3:3])([CH3:6])[CH3:7])=[C:12]([O:19][CH3:20])[CH:13]=1, predict the reactants needed to synthesize it. (7) Given the product [NH2:22][S:19]([C:10]1[CH:9]=[C:8]([CH:7]=[C:6]([NH:5][CH2:4][CH2:3][CH2:2][CH3:1])[C:11]=1[O:12][C:13]1[CH:18]=[CH:17][CH:16]=[CH:15][CH:14]=1)[C:23]([O:25][CH3:30])=[O:24])(=[O:21])=[O:20], predict the reactants needed to synthesize it. The reactants are: [CH3:1][CH2:2][CH2:3][CH2:4][NH:5][C:6]1[CH:7]=[C:8]([C:23]([OH:25])=[O:24])[CH:9]=[C:10]([S:19]([NH2:22])(=[O:21])=[O:20])[C:11]=1[O:12][C:13]1[CH:14]=[CH:15][CH:16]=[CH:17][CH:18]=1.S(Cl)(Cl)=O.[CH3:30]O. (8) Given the product [F:14][C:13]([F:16])([F:15])[C:11]1[CH:10]=[C:9]([C:17]2[CH:22]=[CH:21][C:20]([C:23]([F:26])([F:25])[F:24])=[CH:19][CH:18]=2)[N:8]=[C:7]([N:5]2[CH:6]=[C:2]([C:31]3[CH:32]=[CH:33][C:28]([NH2:27])=[N:29][CH:30]=3)[N:3]=[CH:4]2)[CH:12]=1, predict the reactants needed to synthesize it. The reactants are: I[C:2]1[N:3]=[CH:4][N:5]([C:7]2[CH:12]=[C:11]([C:13]([F:16])([F:15])[F:14])[CH:10]=[C:9]([C:17]3[CH:22]=[CH:21][C:20]([C:23]([F:26])([F:25])[F:24])=[CH:19][CH:18]=3)[N:8]=2)[CH:6]=1.[NH2:27][C:28]1[CH:33]=[CH:32][C:31](B2OC(C)(C)C(C)(C)O2)=[CH:30][N:29]=1.